The task is: Predict which catalyst facilitates the given reaction.. This data is from Catalyst prediction with 721,799 reactions and 888 catalyst types from USPTO. (1) Reactant: [CH:1]1[C:13]2[CH:12]([CH2:14][O:15][C:16]([NH:18][C@H:19]([C:23]([N:25]([CH3:38])[C@@H:26]([C@@H:34]([CH3:37])[CH2:35][CH3:36])[C@H:27]([O:32][CH3:33])[CH2:28][C:29](O)=[O:30])=[O:24])[CH:20]([CH3:22])[CH3:21])=[O:17])[C:11]3[C:6](=[CH:7][CH:8]=[CH:9][CH:10]=3)[C:5]=2[CH:4]=[CH:3][CH:2]=1.Cl.[CH3:40][O:41][C@@H:42]([C@@H:60]1[CH2:64][CH2:63][CH2:62][NH:61]1)[C@@H:43]([CH3:59])[C:44]([NH:46][C@H:47]([C:55]([O:57][CH3:58])=[O:56])[CH2:48][C:49]1[CH:54]=[CH:53][CH:52]=[CH:51][CH:50]=1)=[S:45].CN(C(ON1N=NC2C=CC=NC1=2)=[N+](C)C)C.F[P-](F)(F)(F)(F)F.C(N(C(C)C)CC)(C)C. Product: [CH:10]1[C:11]2[CH:12]([CH2:14][O:15][C:16]([NH:18][C@H:19]([C:23]([N:25]([CH3:38])[C@@H:26]([C@@H:34]([CH3:37])[CH2:35][CH3:36])[C@H:27]([O:32][CH3:33])[CH2:28][C:29]([N:61]3[CH2:62][CH2:63][CH2:64][C@H:60]3[C@H:42]([O:41][CH3:40])[C@@H:43]([CH3:59])[C:44]([NH:46][C@H:47]([C:55]([O:57][CH3:58])=[O:56])[CH2:48][C:49]3[CH:50]=[CH:51][CH:52]=[CH:53][CH:54]=3)=[S:45])=[O:30])=[O:24])[CH:20]([CH3:22])[CH3:21])=[O:17])[C:13]3[C:5](=[CH:4][CH:3]=[CH:2][CH:1]=3)[C:6]=2[CH:7]=[CH:8][CH:9]=1. The catalyst class is: 4. (2) Reactant: [F:1][C:2]1[CH:7]=[C:6]([C:8]([OH:10])=O)[CH:5]=[CH:4][C:3]=1[C:11]1[CH:16]=[CH:15][C:14]([O:17][CH2:18][CH:19]2[CH2:24][CH2:23][N:22]([CH2:25][C:26]([F:29])([CH3:28])[CH3:27])[CH2:21][CH2:20]2)=[CH:13][C:12]=1[F:30].[NH:31]1[CH2:35][CH2:34][CH2:33][C@@H:32]1[CH2:36][OH:37].CCN(CC)CC.[NH4+].[Cl-]. Product: [F:1][C:2]1[CH:7]=[C:6]([C:8]([N:31]2[CH2:35][CH2:34][CH2:33][C@@H:32]2[CH2:36][OH:37])=[O:10])[CH:5]=[CH:4][C:3]=1[C:11]1[CH:16]=[CH:15][C:14]([O:17][CH2:18][CH:19]2[CH2:20][CH2:21][N:22]([CH2:25][C:26]([F:29])([CH3:28])[CH3:27])[CH2:23][CH2:24]2)=[CH:13][C:12]=1[F:30]. The catalyst class is: 3. (3) Reactant: [C:1]([O:9][CH2:10][CH3:11])(=[O:8])[CH2:2][C:3]([O:5][CH2:6][CH3:7])=[O:4].[Mg].C(O)C.C(Cl)(Cl)(Cl)Cl.[C:21](Cl)(=[O:24])[CH2:22][CH3:23].Cl. Product: [C:21]([CH:2]([C:3]([O:5][CH2:6][CH3:7])=[O:4])[C:1]([O:9][CH2:10][CH3:11])=[O:8])(=[O:24])[CH2:22][CH3:23]. The catalyst class is: 11. (4) Reactant: [CH3:1][C:2]1[CH:7]=[CH:6][C:5]([C:8]2[C:17]([C:18]3[CH:23]=[CH:22][C:21]([CH3:24])=[CH:20][CH:19]=3)=[N:16][C:15]3[C:10](=[CH:11][CH:12]=[CH:13][C:14]=3[N+:25]([O-])=O)[N:9]=2)=[CH:4][CH:3]=1. Product: [CH3:1][C:2]1[CH:3]=[CH:4][C:5]([C:8]2[C:17]([C:18]3[CH:19]=[CH:20][C:21]([CH3:24])=[CH:22][CH:23]=3)=[N:16][C:15]3[C:10](=[CH:11][CH:12]=[CH:13][C:14]=3[NH2:25])[N:9]=2)=[CH:6][CH:7]=1. The catalyst class is: 12. (5) Reactant: [NH:1]1[CH2:6][CH2:5][NH:4][CH2:3][CH2:2]1.Cl[C:8]1[C:12]2[CH:13]=[CH:14][CH:15]=[CH:16][C:11]=2[S:10][N:9]=1.O. Product: [N:1]1([C:8]2[C:12]3[CH:13]=[CH:14][CH:15]=[CH:16][C:11]=3[S:10][N:9]=2)[CH2:6][CH2:5][NH:4][CH2:3][CH2:2]1. The catalyst class is: 218.